Dataset: Catalyst prediction with 721,799 reactions and 888 catalyst types from USPTO. Task: Predict which catalyst facilitates the given reaction. (1) Reactant: [CH3:1][C@@H:2]1[CH2:7][N:6]([C:8]2[CH:13]=[CH:12][C:11]([N+:14]([O-:16])=[O:15])=[C:10]([CH3:17])[N:9]=2)[CH2:5][CH2:4][NH:3]1.[C:18]([O:22][C:23](O[C:23]([O:22][C:18]([CH3:21])([CH3:20])[CH3:19])=[O:24])=[O:24])([CH3:21])([CH3:20])[CH3:19]. Product: [C:18]([O:22][C:23]([N:3]1[CH2:4][CH2:5][N:6]([C:8]2[CH:13]=[CH:12][C:11]([N+:14]([O-:16])=[O:15])=[C:10]([CH3:17])[N:9]=2)[CH2:7][C@H:2]1[CH3:1])=[O:24])([CH3:21])([CH3:20])[CH3:19]. The catalyst class is: 571. (2) Reactant: [C:1]1([CH2:7][O:8][C:9]2[NH:13][C:12](=[O:14])[O:11][N:10]=2)[CH:6]=[CH:5][CH:4]=[CH:3][CH:2]=1.[CH3:15][CH:16]([CH3:19])[CH2:17]O.C1(P(C2C=CC=CC=2)C2C=CC=CC=2)C=CC=CC=1.N(C(OCC)=O)=NC(OCC)=O. Product: [CH3:15][CH:16]([CH3:19])[CH2:17][N:13]1[C:12](=[O:14])[O:11][N:10]=[C:9]1[O:8][CH2:7][C:1]1[CH:2]=[CH:3][CH:4]=[CH:5][CH:6]=1. The catalyst class is: 7. (3) Reactant: [F:1][CH:2]([F:13])[C:3]1[CH:4]=[C:5]([CH:10]=[CH:11][CH:12]=1)[C:6]([O:8]C)=[O:7].[Li+].[OH-]. Product: [F:1][CH:2]([F:13])[C:3]1[CH:4]=[C:5]([CH:10]=[CH:11][CH:12]=1)[C:6]([OH:8])=[O:7]. The catalyst class is: 1. (4) Reactant: [C:1]1([C:7]2[C:8]([C:16]3[CH:23]=[CH:22][C:19]([CH:20]=[O:21])=[CH:18][CH:17]=3)=[N:9][C:10]3[N:11]([CH:13]=[CH:14][N:15]=3)[CH:12]=2)[CH:6]=[CH:5][CH:4]=[CH:3][CH:2]=1.C1C(=O)N([Br:31])C(=O)C1. Product: [Br:31][C:13]1[N:11]2[CH:12]=[C:7]([C:1]3[CH:6]=[CH:5][CH:4]=[CH:3][CH:2]=3)[C:8]([C:16]3[CH:17]=[CH:18][C:19]([CH:20]=[O:21])=[CH:22][CH:23]=3)=[N:9][C:10]2=[N:15][CH:14]=1. The catalyst class is: 22. (5) Reactant: [C:1]1([O:9][CH3:10])[C:2](=[CH:5][CH:6]=[CH:7][CH:8]=1)[O:3][CH3:4].[C:11]1(=[O:17])[O:16][C:14](=[O:15])[CH2:13][CH2:12]1.[Cl-:18].[Al+3].[Cl-].[Cl-].Cl. Product: [ClH:18].[CH3:4][O:3][C:2]1[CH:5]=[C:6]([C:11](=[O:17])[CH2:12][CH2:13][C:14]([OH:16])=[O:15])[CH:7]=[CH:8][C:1]=1[O:9][CH3:10]. The catalyst class is: 641. (6) Reactant: FC(F)(F)S(O[Si](C)(C)C)(=O)=O.[C:13]([O:19][CH2:20][CH3:21])(=[O:18])[CH2:14][C:15]([CH3:17])=[O:16].[Br:22]Br.O. Product: [CH2:20]([O:19][C:13](=[O:18])[CH:14]([Br:22])[C:15](=[O:16])[CH3:17])[CH3:21]. The catalyst class is: 2. (7) Reactant: [N:1]1([C:6]([C:8]2[CH:9]=[N:10][N:11]([C:13]3[CH:25]=[CH:24][C:16]([O:17][CH:18]4[CH2:23][CH2:22][NH:21][CH2:20][CH2:19]4)=[CH:15][CH:14]=3)[CH:12]=2)=[O:7])[CH2:5][CH2:4][CH2:3][CH2:2]1.Br[CH2:27][CH:28]1[CH2:30][CH2:29]1.C(=O)([O-])[O-].[K+].[K+]. Product: [CH:28]1([CH2:27][N:21]2[CH2:20][CH2:19][CH:18]([O:17][C:16]3[CH:24]=[CH:25][C:13]([N:11]4[CH:12]=[C:8]([C:6]([N:1]5[CH2:5][CH2:4][CH2:3][CH2:2]5)=[O:7])[CH:9]=[N:10]4)=[CH:14][CH:15]=3)[CH2:23][CH2:22]2)[CH2:30][CH2:29]1. The catalyst class is: 35. (8) Reactant: Br[C:2]1[CH:3]=[C:4]2[C:9]([NH:10][CH:11]3[C:15]([CH3:17])([CH3:16])[CH2:14][N:13]([S:18]([CH3:21])(=[O:20])=[O:19])[CH2:12]3)=[C:8]([C:22]([NH2:24])=[O:23])[CH:7]=[N:6][N:5]2[CH:25]=1.[CH3:26][N:27]1[C:31]([CH3:32])=[C:30](B(O)O)[CH:29]=[N:28]1.CC(C1C=C(C(C)C)C(C2C=CC=CC=2P(C2CCCCC2)C2CCCCC2)=C(C(C)C)C=1)C.P([O-])([O-])([O-])=O.[K+].[K+].[K+]. Product: [CH3:16][C:15]1([CH3:17])[CH2:14][N:13]([S:18]([CH3:21])(=[O:20])=[O:19])[CH2:12][CH:11]1[NH:10][C:9]1[C:4]2[N:5]([CH:25]=[C:2]([C:30]3[CH:29]=[N:28][N:27]([CH3:26])[C:31]=3[CH3:32])[CH:3]=2)[N:6]=[CH:7][C:8]=1[C:22]([NH2:24])=[O:23]. The catalyst class is: 160. (9) Reactant: [C:1]12([C:11](=O)[CH:12](Cl)[C:13]([O:15][CH2:16][CH3:17])=[O:14])[CH2:10][CH:5]3[CH2:6][CH:7]([CH2:9][CH:3]([CH2:4]3)[CH2:2]1)[CH2:8]2.[C:20]([NH2:23])(=[S:22])[CH3:21]. Product: [C:1]12([C:11]3[N:23]=[C:20]([CH3:21])[S:22][C:12]=3[C:13]([O:15][CH2:16][CH3:17])=[O:14])[CH2:10][CH:5]3[CH2:6][CH:7]([CH2:9][CH:3]([CH2:4]3)[CH2:2]1)[CH2:8]2. The catalyst class is: 8. (10) Reactant: [N:1]1([C:7]([O:9][CH2:10][C:11]2[CH:16]=[CH:15][CH:14]=[CH:13][CH:12]=2)=[O:8])[CH2:6][CH2:5][NH:4][CH2:3][CH2:2]1.ClC[CH2:19][C:20](=[O:22])[CH3:21].C(=O)([O-])[O-].[K+].[K+]. Product: [C:20]([CH2:21][N:4]1[CH2:5][CH2:6][N:1]([C:7]([O:9][CH2:10][C:11]2[CH:16]=[CH:15][CH:14]=[CH:13][CH:12]=2)=[O:8])[CH2:2][CH2:3]1)(=[O:22])[CH3:19]. The catalyst class is: 753.